Dataset: NCI-60 drug combinations with 297,098 pairs across 59 cell lines. Task: Regression. Given two drug SMILES strings and cell line genomic features, predict the synergy score measuring deviation from expected non-interaction effect. (1) Drug 1: CC1=C2C(C(=O)C3(C(CC4C(C3C(C(C2(C)C)(CC1OC(=O)C(C(C5=CC=CC=C5)NC(=O)OC(C)(C)C)O)O)OC(=O)C6=CC=CC=C6)(CO4)OC(=O)C)OC)C)OC. Drug 2: CN(CC1=CN=C2C(=N1)C(=NC(=N2)N)N)C3=CC=C(C=C3)C(=O)NC(CCC(=O)O)C(=O)O. Cell line: IGROV1. Synergy scores: CSS=21.0, Synergy_ZIP=-16.1, Synergy_Bliss=-18.8, Synergy_Loewe=-19.1, Synergy_HSA=-13.9. (2) Drug 1: CN(C)N=NC1=C(NC=N1)C(=O)N. Drug 2: C1CN1P(=S)(N2CC2)N3CC3. Cell line: UACC62. Synergy scores: CSS=14.7, Synergy_ZIP=-7.31, Synergy_Bliss=-4.31, Synergy_Loewe=-3.52, Synergy_HSA=-3.45.